Dataset: Full USPTO retrosynthesis dataset with 1.9M reactions from patents (1976-2016). Task: Predict the reactants needed to synthesize the given product. (1) The reactants are: [NH2:1][C:2]1[CH:9]=[C:8]([O:10][CH3:11])[C:7]([O:12][CH3:13])=[CH:6][C:3]=1[CH:4]=O.[CH3:14][O:15][C:16]1[CH:21]=[CH:20][CH:19]=[CH:18][C:17]=1[CH2:22][CH2:23][C:24]#[N:25]. Given the product [CH3:13][O:12][C:7]1[CH:6]=[C:3]2[C:2](=[CH:9][C:8]=1[O:10][CH3:11])[N:1]=[C:24]([NH2:25])[C:23]([CH2:22][C:17]1[CH:18]=[CH:19][CH:20]=[CH:21][C:16]=1[O:15][CH3:14])=[CH:4]2, predict the reactants needed to synthesize it. (2) Given the product [OH:8][C:9]1[CH:10]=[CH:11][C:12]([C:15]2[N:19]([C:20]3[CH:21]=[N:22][C:23]([O:26][CH3:27])=[CH:24][CH:25]=3)[N:18]=[C:17]([C:28]([N:30]3[CH2:35][CH2:34][N:33]([CH3:36])[CH2:32][CH2:31]3)=[O:29])[CH:16]=2)=[N:13][CH:14]=1, predict the reactants needed to synthesize it. The reactants are: C([O:8][C:9]1[CH:10]=[CH:11][C:12]([C:15]2[N:19]([C:20]3[CH:21]=[N:22][C:23]([O:26][CH3:27])=[CH:24][CH:25]=3)[N:18]=[C:17]([C:28]([N:30]3[CH2:35][CH2:34][N:33]([CH3:36])[CH2:32][CH2:31]3)=[O:29])[CH:16]=2)=[N:13][CH:14]=1)C1C=CC=CC=1.[H][H]. (3) The reactants are: [Br:1][C:2]1[C:3]([F:9])=[C:4](S)[CH:5]=[CH:6][CH:7]=1.I([O-])(=O)(=O)=O.[Na+].[S:16](Cl)(Cl)(=[O:18])=[O:17].[C:21](=O)([O-])[O-].[Na+].[Na+].[C:27](#[N:29])C. Given the product [Br:1][C:2]1[C:3]([F:9])=[C:4]([S:16]([N:29]([CH3:27])[CH3:21])(=[O:18])=[O:17])[CH:5]=[CH:6][CH:7]=1, predict the reactants needed to synthesize it. (4) Given the product [Si:1]([O:8][CH:9]([CH:15]1[CH2:24][CH2:23][C:22]2[C:17](=[CH:18][CH:19]=[C:20]([C:25]3[CH:30]=[CH:29][CH:28]=[CH:27][CH:26]=3)[CH:21]=2)[CH2:16]1)[C:10]1[O:11][C:12]([C:38]([O:39][CH3:40])=[O:41])=[CH:13][N:14]=1)([C:4]([CH3:7])([CH3:5])[CH3:6])([CH3:3])[CH3:2], predict the reactants needed to synthesize it. The reactants are: [Si:1]([O:8][CH:9]([CH:15]1[CH2:24][CH2:23][C:22]2[C:17](=[CH:18][CH:19]=[C:20]([C:25]3[CH:30]=[CH:29][CH:28]=[CH:27][CH:26]=3)[CH:21]=2)[CH2:16]1)[C:10]1[O:11][CH:12]=[CH:13][N:14]=1)([C:4]([CH3:7])([CH3:6])[CH3:5])([CH3:3])[CH3:2].[Li]CCCC.N#C[C:38](=[O:41])[O:39][CH3:40]. (5) Given the product [Cl:12][C:5]1[C:6]([N:22]2[CH2:21][CH2:20][N:19]([CH2:18][C:17]3[CH:25]=[CH:26][C:14]([Cl:13])=[CH:15][CH:16]=3)[CH2:24][CH2:23]2)=[C:7]([N+:8]([O-:10])=[O:9])[C:2]([NH2:1])=[N:3][CH:4]=1, predict the reactants needed to synthesize it. The reactants are: [NH2:1][C:2]1[C:7]([N+:8]([O-:10])=[O:9])=[C:6](Cl)[C:5]([Cl:12])=[CH:4][N:3]=1.[Cl:13][C:14]1[CH:26]=[CH:25][C:17]([CH2:18][N:19]2[CH2:24][CH2:23][NH:22][CH2:21][CH2:20]2)=[CH:16][CH:15]=1.C(N(C(C)C)CC)(C)C. (6) Given the product [CH3:1][O:2][C:3]1[CH:4]=[CH:5][C:6]([C@@H:9]2[CH2:14][CH2:13][C@H:12]([OH:15])[CH2:11][CH2:10]2)=[CH:7][CH:8]=1, predict the reactants needed to synthesize it. The reactants are: [CH3:1][O:2][C:3]1[CH:8]=[CH:7][C:6]([CH:9]2[CH2:14][CH2:13][C:12](=[O:15])[CH2:11][CH2:10]2)=[CH:5][CH:4]=1.CCC(C)[BH-](C(C)CC)C(C)CC.[Li+]. (7) Given the product [C:11]([O:10][C:6]([C@H:19]1[CH2:20][CH2:21][C@H:16]([OH:15])[CH2:17][CH2:18]1)=[O:5])([CH3:12])([CH3:13])[CH3:14], predict the reactants needed to synthesize it. The reactants are: C([O:5][CH:6]([O:10][C:11]([CH3:14])([CH3:13])[CH3:12])N(C)C)(C)(C)C.[OH:15][C@H:16]1[CH2:21][CH2:20][C@H:19](C(O)=O)[CH2:18][CH2:17]1. (8) Given the product [Cl:10][C:11]1[CH:18]=[CH:17][C:14](/[CH:15]=[C:4]2\[CH2:3][NH:2][CH2:8][CH2:7]/[C:6](=[CH:15]\[C:14]3[CH:17]=[CH:18][C:11]([Cl:1])=[CH:12][CH:13]=3)/[C:5]\2=[O:9])=[CH:13][CH:12]=1, predict the reactants needed to synthesize it. The reactants are: [ClH:1].[NH:2]1[CH2:8][CH2:7][CH2:6][C:5](=[O:9])[CH2:4][CH2:3]1.[Cl:10][C:11]1[CH:18]=[CH:17][C:14]([CH:15]=O)=[CH:13][CH:12]=1.OS(O)(=O)=O.O. (9) The reactants are: [I:1][C:2]1[CH:3]=[CH:4][C:5]2[N:6]([C:8](=[O:11])[NH:9][N:10]=2)[CH:7]=1.[C:12](=O)([O-])[O-].[Cs+].[Cs+].IC. Given the product [I:1][C:2]1[CH:3]=[CH:4][C:5]2[N:6]([C:8](=[O:11])[N:9]([CH3:12])[N:10]=2)[CH:7]=1, predict the reactants needed to synthesize it. (10) Given the product [CH2:1]([CH:3]([CH:8]([OH:10])[CH3:9])[C:4]([O:6][CH3:7])=[O:5])[CH3:2], predict the reactants needed to synthesize it. The reactants are: [CH2:1]([CH:3]([C:8](=[O:10])[CH3:9])[C:4]([O:6][CH3:7])=[O:5])[CH3:2].C(C(C(=O)C)C(OCC)=O)C.